This data is from Reaction yield outcomes from USPTO patents with 853,638 reactions. The task is: Predict the reaction yield, written as a fraction of the theoretical maximum amount of product (1.0 means a 100% yield; for example, 0.34 means a 34% yield). (1) The reactants are [C:1]1([P:7]([C:14]2[CH:19]=[CH:18][CH:17]=[CH:16][CH:15]=2)[C:8]2[CH:13]=[CH:12][CH:11]=[CH:10][CH:9]=2)[CH:6]=[CH:5][CH:4]=[CH:3][CH:2]=1.Br[CH2:21][C:22]([O:24][CH2:25][CH3:26])=[O:23]. The catalyst is C1C=CC=CC=1. The product is [CH2:25]([O:24][C:22]([CH:21]=[P:7]([C:1]1[CH:2]=[CH:3][CH:4]=[CH:5][CH:6]=1)([C:8]1[CH:13]=[CH:12][CH:11]=[CH:10][CH:9]=1)[C:14]1[CH:15]=[CH:16][CH:17]=[CH:18][CH:19]=1)=[O:23])[CH3:26]. The yield is 0.800. (2) The reactants are [N:1]1[CH:6]=[CH:5][CH:4]=[CH:3][C:2]=1[C:7]([O-:9])=[O:8].[Li+].[OH-].Cl. The catalyst is C1COCC1. The product is [N:1]1[CH:6]=[CH:5][CH:4]=[CH:3][C:2]=1[C:7]([OH:9])=[O:8]. The yield is 0.980. (3) The product is [Cl:1][C:2]1[CH:15]=[C:14](/[CH:16]=[CH:17]/[CH:18]([C:23]2[CH:24]=[C:25]([Cl:31])[C:26]([Cl:30])=[C:27]([Cl:29])[CH:28]=2)[C:19]([F:22])([F:21])[F:20])[CH:13]=[CH:12][C:3]=1[CH2:4][NH:5][C:6](=[O:11])[CH2:7][CH2:8][S:34]([CH3:38])(=[O:36])=[O:33]. The yield is 0.600. The catalyst is O. The reactants are [Cl:1][C:2]1[CH:15]=[C:14](/[CH:16]=[CH:17]/[CH:18]([C:23]2[CH:28]=[C:27]([Cl:29])[C:26]([Cl:30])=[C:25]([Cl:31])[CH:24]=2)[C:19]([F:22])([F:21])[F:20])[CH:13]=[CH:12][C:3]=1[CH2:4][NH:5][C:6](=[O:11])[CH2:7][CH2:8]SC.O[O:33][S:34]([O-:36])=O.[K+].[CH3:38]C(C)=O. (4) The reactants are [C:1](O)(=[O:7])[CH2:2][CH2:3][CH2:4][C:5]#[CH:6].C(N(CC)CC)C.CC(C)(C)C(Cl)=O.[Cl-].[Li+].[C:25]1([C@H:31]2[CH2:35][O:34][C:33](=[O:36])[NH:32]2)[CH:30]=[CH:29][CH:28]=[CH:27][CH:26]=1. The catalyst is O1CCCC1. The product is [C:1]([N:32]1[C@@H:31]([C:25]2[CH:26]=[CH:27][CH:28]=[CH:29][CH:30]=2)[CH2:35][O:34][C:33]1=[O:36])(=[O:7])[CH2:2][CH2:3][CH2:4][C:5]#[CH:6]. The yield is 0.854. (5) The reactants are [Cl:1][C:2]1[CH:3]=[CH:4][C:5]2[N:6]([C:8](I)=[C:9]([NH:11][C:12](=[O:14])[CH3:13])[N:10]=2)[N:7]=1.[N:16]1[CH:21]=[CH:20][C:19](B(O)O)=[CH:18][CH:17]=1.C(=O)([O-])[O-].[Na+].[Na+].FC(F)(F)C(O)=O. The catalyst is [Pd+2].ClC1C=C[C-](P(C2C=CC=CC=2)C2C=CC=CC=2)C=1Cl.[C-]1(P(C2C=CC=CC=2)C2C=CC=CC=2)C=CC=C1.[Fe+2].O.O1CCOCC1. The product is [Cl:1][C:2]1[CH:3]=[CH:4][C:5]2[N:6]([C:8]([C:19]3[CH:20]=[CH:21][N:16]=[CH:17][CH:18]=3)=[C:9]([NH:11][C:12](=[O:14])[CH3:13])[N:10]=2)[N:7]=1. The yield is 0.743.